This data is from Reaction yield outcomes from USPTO patents with 853,638 reactions. The task is: Predict the reaction yield, written as a fraction of the theoretical maximum amount of product (1.0 means a 100% yield; for example, 0.34 means a 34% yield). (1) The reactants are [CH3:1][NH:2][C:3]([C:5]1[CH:6]=[C:7](/[CH:14]=[CH:15]/[C:16]([O:18][CH2:19][CH3:20])=[O:17])[CH:8]=[CH:9][C:10]=1[N+:11]([O-])=O)=[O:4]. The catalyst is C(O)C.[Pd]. The product is [NH2:11][C:10]1[CH:9]=[CH:8][C:7]([CH2:14][CH2:15][C:16]([O:18][CH2:19][CH3:20])=[O:17])=[CH:6][C:5]=1[C:3](=[O:4])[NH:2][CH3:1]. The yield is 0.570. (2) The reactants are [Si]([O:8][C@H:9]1[CH2:13][C:12](=[O:14])[N:11]([C:15]2[CH:22]=[CH:21][C:18]([C:19]#[N:20])=[C:17]([Cl:23])[CH:16]=2)[C@H:10]1[CH2:24][CH3:25])(C(C)(C)C)(C)C.CO.Cl.C(=O)([O-])O.[Na+]. The catalyst is O1CCCC1. The product is [Cl:23][C:17]1[CH:16]=[C:15]([N:11]2[C:12](=[O:14])[CH2:13][C@H:9]([OH:8])[C@@H:10]2[CH2:24][CH3:25])[CH:22]=[CH:21][C:18]=1[C:19]#[N:20]. The yield is 0.240. (3) The reactants are [O:1]([C:8]1[CH:13]=[CH:12][C:11]([NH:14][C:15]2[N:20]=[CH:19][N:18]=[C:17]([NH:21][CH:22]3[CH2:26][CH2:25][N:24](C(OC(C)(C)C)=O)[CH2:23]3)[CH:16]=2)=[CH:10][CH:9]=1)[C:2]1[CH:7]=[CH:6][CH:5]=[CH:4][CH:3]=1.C(O)(C(F)(F)F)=O. The catalyst is C(Cl)Cl. The product is [O:1]([C:8]1[CH:9]=[CH:10][C:11]([NH:14][C:15]2[CH:16]=[C:17]([NH:21][CH:22]3[CH2:26][CH2:25][NH:24][CH2:23]3)[N:18]=[CH:19][N:20]=2)=[CH:12][CH:13]=1)[C:2]1[CH:7]=[CH:6][CH:5]=[CH:4][CH:3]=1. The yield is 0.324. (4) The reactants are C([O:3][C:4](=[O:40])[CH2:5][CH2:6][CH2:7][O:8][C:9]1[CH:14]=[CH:13][CH:12]=[C:11]([CH2:15][CH2:16][CH2:17][CH2:18][CH2:19][CH2:20][O:21][C:22]2[CH:27]=[C:26]([S:28]([CH3:31])(=[O:30])=[O:29])[CH:25]=[C:24]([I:32])[CH:23]=2)[C:10]=1[CH2:33][CH2:34][C:35]([O:37]CC)=[O:36])C.[OH-].[Na+]. The catalyst is C(O)C.CCOC(C)=O. The product is [C:35]([CH2:34][CH2:33][C:10]1[C:11]([CH2:15][CH2:16][CH2:17][CH2:18][CH2:19][CH2:20][O:21][C:22]2[CH:27]=[C:26]([S:28]([CH3:31])(=[O:30])=[O:29])[CH:25]=[C:24]([I:32])[CH:23]=2)=[CH:12][CH:13]=[CH:14][C:9]=1[O:8][CH2:7][CH2:6][CH2:5][C:4]([OH:40])=[O:3])([OH:37])=[O:36]. The yield is 0.970. (5) The reactants are [Cl:1][C:2]1[CH:10]=[CH:9][CH:8]=[C:7]2[C:3]=1[C:4]([C:11]([O:13][CH3:14])=[O:12])=[N:5][NH:6]2.[Br:15][C:16]1[CH:17]=[C:18](B(O)O)[CH:19]=[CH:20][CH:21]=1. No catalyst specified. The product is [Br:15][C:16]1[CH:21]=[C:20]([N:6]2[C:7]3[C:3](=[C:2]([Cl:1])[CH:10]=[CH:9][CH:8]=3)[C:4]([C:11]([O:13][CH3:14])=[O:12])=[N:5]2)[CH:19]=[CH:18][CH:17]=1. The yield is 0.120. (6) The reactants are C1C2C(=O)C(C(O)=O)=CN(C3CC3)C=2C=C([N:8]2[CH2:13][CH2:12][NH:11][CH2:10][CH2:9]2)C=1F.Cl.[O:26]1[CH2:30]CCC1.[N+:31]([O-:34])([OH:33])=[O:32]. The catalyst is C(#N)C. The product is [N+:31]([O-:34])([OH:33])=[O:32].[N:8]1[CH:9]=[CH:10][N:11]=[CH:12][C:13]=1[C:30]([NH2:31])=[O:26]. The yield is 0.740. (7) The reactants are [F:1][C:2]1[CH:3]=[C:4]([CH:13]=[CH:14][C:15]=1[CH2:16][CH2:17][N+:18]([O-:20])=O)[O:5][CH2:6][C:7]1[CH:12]=[CH:11][CH:10]=[CH:9][N:8]=1.C[O-].[Li+].[C:24]([C:26]1[C:27]([NH2:33])=[N:28][C:29]([NH2:32])=[CH:30][CH:31]=1)#[CH:25].C(N(CC)CC)C. The catalyst is [Ti](Cl)(Cl)(Cl)Cl.O.O1CCCC1.C(OCC)(=O)C.CO. The product is [F:1][C:2]1[CH:3]=[C:4]([O:5][CH2:6][C:7]2[CH:12]=[CH:11][CH:10]=[CH:9][N:8]=2)[CH:13]=[CH:14][C:15]=1[CH2:16][C:17]1[CH:25]=[C:24]([C:26]2[C:27]([NH2:33])=[N:28][C:29]([NH2:32])=[CH:30][CH:31]=2)[O:20][N:18]=1. The yield is 0.0172.